This data is from Peptide-MHC class II binding affinity with 134,281 pairs from IEDB. The task is: Regression. Given a peptide amino acid sequence and an MHC pseudo amino acid sequence, predict their binding affinity value. This is MHC class II binding data. (1) The binding affinity (normalized) is 0.761. The peptide sequence is EAVKKLDPTNTLWLD. The MHC is DRB1_0101 with pseudo-sequence DRB1_0101. (2) The peptide sequence is AYVYFASDASTYTTG. The MHC is DRB4_0101 with pseudo-sequence DRB4_0103. The binding affinity (normalized) is 0.617. (3) The peptide sequence is NLNIKLNMPLYIAGN. The MHC is DRB1_0401 with pseudo-sequence DRB1_0401. The binding affinity (normalized) is 0.0547. (4) The peptide sequence is VLAPYMPDVLEKLEL. The MHC is HLA-DQA10601-DQB10402 with pseudo-sequence HLA-DQA10601-DQB10402. The binding affinity (normalized) is 0.310. (5) The peptide sequence is EVVWTNTPTKWDNSF. The MHC is DRB1_1101 with pseudo-sequence DRB1_1101. The binding affinity (normalized) is 0.188.